This data is from Reaction yield outcomes from USPTO patents with 853,638 reactions. The task is: Predict the reaction yield, written as a fraction of the theoretical maximum amount of product (1.0 means a 100% yield; for example, 0.34 means a 34% yield). (1) The reactants are [F:1][C:2]([F:18])([F:17])[CH2:3][C:4]([NH:6][C:7]1[CH:12]=[CH:11][C:10]([O:13][CH3:14])=[CH:9][C:8]=1[CH2:15][OH:16])=[O:5]. The catalyst is C(Cl)Cl.O=[Mn]=O. The product is [F:1][C:2]([F:17])([F:18])[CH2:3][C:4]([NH:6][C:7]1[CH:12]=[CH:11][C:10]([O:13][CH3:14])=[CH:9][C:8]=1[CH:15]=[O:16])=[O:5]. The yield is 0.840. (2) The reactants are [ClH:1].[NH2:2][C:3]1[C:8]([C:9]2[CH:14]=[CH:13][C:12]([NH:15][C:16]([C:18]3[C:23](=[O:24])[C:22]([C:25]4[CH:30]=[CH:29][C:28]([F:31])=[CH:27][CH:26]=4)=[CH:21][N:20]([CH2:32][C:33]([F:36])([F:35])[F:34])[CH:19]=3)=[O:17])=[CH:11][CH:10]=2)=[CH:7][C:6]([C:37]2[CH:42]=[CH:41][C:40]([O:43][CH3:44])=[C:39]([O:45][CH3:46])[CH:38]=2)=[CH:5][N:4]=1. The catalyst is CC(O)C. The product is [OH2:17].[ClH:1].[NH2:2][C:3]1[C:8]([C:9]2[CH:10]=[CH:11][C:12]([NH:15][C:16]([C:18]3[C:23](=[O:24])[C:22]([C:25]4[CH:26]=[CH:27][C:28]([F:31])=[CH:29][CH:30]=4)=[CH:21][N:20]([CH2:32][C:33]([F:34])([F:35])[F:36])[CH:19]=3)=[O:17])=[CH:13][CH:14]=2)=[CH:7][C:6]([C:37]2[CH:42]=[CH:41][C:40]([O:43][CH3:44])=[C:39]([O:45][CH3:46])[CH:38]=2)=[CH:5][N:4]=1. The yield is 0.920.